Dataset: TCR-epitope binding with 47,182 pairs between 192 epitopes and 23,139 TCRs. Task: Binary Classification. Given a T-cell receptor sequence (or CDR3 region) and an epitope sequence, predict whether binding occurs between them. The epitope is RLYYDSMSY. The TCR CDR3 sequence is CASSITGGAGANVLTF. Result: 0 (the TCR does not bind to the epitope).